Task: Predict the reactants needed to synthesize the given product.. Dataset: Full USPTO retrosynthesis dataset with 1.9M reactions from patents (1976-2016) (1) Given the product [I:1][C:2]1[CH:7]=[CH:6][C:5]([O:8][CH2:15][C:12]2[CH:13]=[CH:14][N:9]=[CH:10][CH:11]=2)=[CH:4][CH:3]=1, predict the reactants needed to synthesize it. The reactants are: [I:1][C:2]1[CH:7]=[CH:6][C:5]([OH:8])=[CH:4][CH:3]=1.[N:9]1[CH:14]=[CH:13][C:12]([CH2:15]Cl)=[CH:11][CH:10]=1. (2) Given the product [Cl:1][C:2]1[CH:7]=[CH:6][C:5]([CH2:8][CH:9]([CH3:14])[CH2:10][S:11]([CH3:13])(=[NH:15])=[O:12])=[CH:4][N:3]=1, predict the reactants needed to synthesize it. The reactants are: [Cl:1][C:2]1[CH:7]=[CH:6][C:5]([CH2:8][CH:9]([CH3:14])[CH2:10][S:11]([CH3:13])=[O:12])=[CH:4][N:3]=1.[N-:15]=[N+]=[N-].[Na+].OS(O)(=O)=O. (3) Given the product [CH3:20][O:19][C:3]1[CH:4]=[C:5]2[C:10](=[CH:11][C:2]=1[O:1][CH2:23][C:24]1[CH:29]=[CH:28][N:27]=[CH:26][CH:25]=1)[N:9]=[CH:8][N:7]=[C:6]2[O:12][C:13]1[CH:18]=[CH:17][CH:16]=[CH:15][CH:14]=1, predict the reactants needed to synthesize it. The reactants are: [OH:1][C:2]1[CH:11]=[C:10]2[C:5]([C:6]([O:12][C:13]3[CH:18]=[CH:17][CH:16]=[CH:15][CH:14]=3)=[N:7][CH:8]=[N:9]2)=[CH:4][C:3]=1[O:19][CH3:20].Cl.Cl[CH2:23][C:24]1[CH:29]=[CH:28][N:27]=[CH:26][CH:25]=1.C(=O)([O-])[O-].[K+].[K+].O. (4) Given the product [F:1][C:2]1[CH:3]=[CH:4][C:5]([CH2:8][CH2:9][N:10]2[C:14](=[O:15])[C:13]3[C:19]([OH:18])=[C:21]4[C:26]([CH:25]=[CH:24][CH:23]=[N:22]4)=[C:27]([OH:28])[C:12]=3[C:11]2=[O:16])=[CH:6][CH:7]=1, predict the reactants needed to synthesize it. The reactants are: [F:1][C:2]1[CH:7]=[CH:6][C:5]([CH2:8][CH2:9][N:10]2[C:14](=[O:15])[CH2:13][CH2:12][C:11]2=[O:16])=[CH:4][CH:3]=1.C[O:18][C:19]([C:21]1[C:26]([C:27](OC)=[O:28])=[CH:25][CH:24]=[CH:23][N:22]=1)=O.[H-].[Na+].Cl.